This data is from Drug-target binding data from BindingDB using Ki measurements. The task is: Regression. Given a target protein amino acid sequence and a drug SMILES string, predict the binding affinity score between them. We predict pKi (pKi = -log10(Ki in M); higher means stronger inhibition). Dataset: bindingdb_ki. (1) The small molecule is c1ccc(-c2cccc(OCCNCC3COC(c4ccccc4)(c4ccccc4)O3)c2)cc1. The target protein (P35368) has sequence MNPDLDTGHNTSAPAHWGELKNANFTGPNQTSSNSTLPQLDITRAISVGLVLGAFILFAIVGNILVILSVACNRHLRTPTNYFIVNLAMADLLLSFTVLPFSAALEVLGYWVLGRIFCDIWAAVDVLCCTASILSLCAISIDRYIGVRYSLQYPTLVTRRKAILALLSVWVLSTVISIGPLLGWKEPAPNDDKECGVTEEPFYALFSSLGSFYIPLAVILVMYCRVYIVAKRTTKNLEAGVMKEMSNSKELTLRIHSKNFHEDTLSSTKAKGHNPRSSIAVKLFKFSREKKAAKTLGIVVGMFILCWLPFFIALPLGSLFSTLKPPDAVFKVVFWLGYFNSCLNPIIYPCSSKEFKRAFVRILGCQCRGRGRRRRRRRRRLGGCAYTYRPWTRGGSLERSQSRKDSLDDSGSCLSGSQRTLPSASPSPGYLGRGAPPPVELCAFPEWKAPGALLSLPAPEPPGRRGRHDSGPLFTFKLLTEPESPGTDGGASNGGCEAAA.... The pKi is 6.0. (2) The target protein sequence is MNPDLDTGHNTSAPAHWGELKNANFTGPNQTSSNSTLPQLDITRAISVGLVLGAFILFAIVGNILVILSVACNRHLRTPTNYFIVNLAIADLLLSFTVLPFSAALEVLGYWVLGRIFCDIWAAVDVLCCTASILSLCAISIDRYIGVRYSLQYPTLVTRRKAILALLSVWVLSTVISIGPLLGWKEPAPNDDKECGVTEEPFYALFSSLGSFYIPLAVILVMYCRVYIVAKRTTKNLEAGVMKEMSNSKELTLRIHSKNFHEDTLSSTKAKGHNPRSSIAVKLFKFSREKKAAKTLGIVVGMFILCWLPFFIALPL. The drug is COc1ccccc1N1CCN(CCN2C(=O)CC3(CCCC3)CC2=O)CC1. The pKi is 6.8. (3) The compound is COCCCC/C(=N\OCCN)c1ccc(C(F)(F)F)cc1. The target is MLLARMKPQVQPELGGADQ. The pKi is 5.7. (4) The compound is O=C(NN=C(c1ccccc1O)c1ccccc1O)c1ccccc1. The target protein (P08263) has sequence MAEKPKLHYFNARGRMESTRWLLAAAGVEFEEKFIKSAEDLDKLRNDGYLMFQQVPMVEIDGMKLVQTRAILNYIASKYNLYGKDIKERALIDMYIEGIADLGEMILLLPVCPPEEKDAKLALIKEKIKNRYFPAFEKVLKSHGQDYLVGNKLSRADIHLVELLYYVEELDSSLISSFPLLKALKTRISNLPTVKKFLQPGSPRKPPMDEKSLEEARKIFRF. The pKi is 6.4. (5) The drug is COC(=O)/C=C/C=C/c1ccc2c(c1)OCO2. The target protein (Q64133) has sequence MTDLEKPSITGHMFDVVVIGGGISGLAAAKLLSEYKINVLVLEARDRVGGRTYTVRNEHVKWVDVGGAYVGPTQNRILRLSKELGIETYKVNVNERLVQYVKGKTYPFRGAFPPVWNPLAYLDYNNLWRTMDDMGKEIPVDAPWQARHAEEWDKITMKDLIDKICWTKTAREFAYLFVNINVTSEPHEVSALWFLWYVRQCGGTSRIFSVTNGGQERKFVGGSGQISEQIMVLLGDKVKLSSPVTYIDQTDDNIIIETLNHEHYECKYVISAIPPVLTAKIHFKPELPPERNQLIQRLPMGAVIKCMVYYKEAFWKKKDYCGCMIIEDEEAPISITLDDTKPDGSMPAIMGFILARKAERLAKLHKDIRKRKICELYAKVLGSQEALSPVHYEEKNWCEEQYSGGCYTAYFPPGIMTLYGRVIRQPVGRIYFAGTETATQWSGYMEGAVEAGERAAREVLNALGKVAKKDIWVQEPESKDVPALEITHTFLERNLPSVPG.... The pKi is 4.6. (6) The drug is COc1cccc([C@H]2CC[C@@H](N3CCN(c4ccccc4)CC3)CC2)c1. The target protein (Q60490) has sequence MATTSTGPLHPYWPRHLRLDHFVPNDLSAWYIVTVLFTVFGALVVTMWLLSSRASVVPLGTWRRLSVCWFAVCAFVHLVIEGWFVLYQKAILGDQAFLSQLWKEYAKGDSRYIIEDNFIICMESITVVLWGPLSLWAVIAFLRQHPSRYVLQFVISLGQIYGDLLYFLTEYRDGFQHGEMGHPIYFWFYFFFMNVLWLVIPGVLFFDSVKQFYGAQNALDTKVMKSKGK. The pKi is 5.8. (7) The drug is COc1ccccc1N1CCN(CCCCn2ncc(=O)n(C)c2=O)CC1. The target protein (Q2KIP6) has sequence MEPPVQIFRGEPGPTCSPSTCLPPNGSGWFPGWAEPDGNGSAGSEDVLLEPAHISPVILVIITAVYSVVFVVGLVGNSLVMFVIIRYTKMKTATNIYIFNLALADALVTTTMPFQSTVYLMNSWPFGDVLCKVVISIDYYNMFTSIFTLTMMSVDRYIAVCHPVKALDFRTPLKAKIINICIWILSSSVGISAIVLGGTKVREDMEVIECSLQFPDDDYSWWDLFMKVCVFVFAFVIPVLIIIVCYTLMILRLKSVRLLSGSREKDRNLRRITRLVLVVVAVFVVCWTPIHIFILVEALGSTAHSTAALSSYYFCIALGYTNSSLNPILYAFLDENFKRCFRDFCFPIKMRMERQSTSRVRNTVQDPAYVREVDGVNKPV. The pKi is 5.0. (8) The small molecule is NCCc1c[nH]c2ccc(O)cc12. The target protein (P48040) has sequence MAGRLWGSPGGTPKGNGSSALLNVSQAAPGAGDGVRPRPSWLAATLASILIFTIVVDIVGNLLVVLSVYRNKKLRNAGNVFVVSLAVADLLVAVYPYPLALASIVNNGWSLSSLHCQLSGFLMGLSVIGSVFSITGIAINRYCCICHSLRYGKLYSGTNSLCYVFLIWTLTLVAIVPNLCVGTLQYDPRIYSCTFTQSVSSAYTIAVVVFHFIVPMLVVVFCYLRIWALVLQVRWKVKPDNKPKLKPQDFRNFVTMFVVFVLFAICWAPLNFIGLVVASDPASMAPRIPEWLFVASYYMAYFNSCLNAIIYGLLNQNFRQEYRKIIVSLCTTKMFFVDSSNHVADRIKRKPSPLIANHNLIKVDSV. The pKi is 5.0.